Dataset: Catalyst prediction with 721,799 reactions and 888 catalyst types from USPTO. Task: Predict which catalyst facilitates the given reaction. (1) Reactant: [O:1]1[CH2:6][CH2:5][CH2:4][CH2:3][CH:2]1[O:7][CH2:8][CH2:9][CH2:10][CH2:11][CH2:12][N:13]1[C:26](=[O:27])[C:24]2=[C:25]3[C:20](=[CH:21][CH:22]=[CH:23]2)[C:19](Cl)=[CH:18][CH:17]=[C:16]3[C:14]1=[O:15].[CH3:29][NH:30][CH2:31][CH2:32][NH2:33].C(N(CC)CC)C.C(Cl)(Cl)Cl.CO. Product: [O:1]1[CH2:6][CH2:5][CH2:4][CH2:3][CH:2]1[O:7][CH2:8][CH2:9][CH2:10][CH2:11][CH2:12][N:13]1[C:26](=[O:27])[C:24]2=[C:25]3[C:20](=[CH:21][CH:22]=[CH:23]2)[C:19]([NH:33][CH2:32][CH2:31][NH:30][CH3:29])=[CH:18][CH:17]=[C:16]3[C:14]1=[O:15]. The catalyst class is: 141. (2) Reactant: [C:1]1([C:7]2[C:15]3[C:14](=[O:16])[N:13]=[CH:12][NH:11][C:10]=3[S:9][CH:8]=2)[CH:6]=[CH:5][CH:4]=[CH:3][CH:2]=1.Br[CH2:18][CH2:19][CH2:20][O:21][C:22]1[CH:23]=[C:24]([NH:28][C:29](=[O:31])[CH3:30])[CH:25]=[CH:26][CH:27]=1.C(=O)([O-])[O-].[K+].[K+]. Product: [C:1]1([C:7]2[C:15]3[C:14]([O:16][CH2:18][CH2:19][CH2:20][O:21][C:22]4[CH:23]=[C:24]([NH:28][C:29](=[O:31])[CH3:30])[CH:25]=[CH:26][CH:27]=4)=[N:13][CH:12]=[N:11][C:10]=3[S:9][CH:8]=2)[CH:2]=[CH:3][CH:4]=[CH:5][CH:6]=1. The catalyst class is: 9. (3) Reactant: [N:1]1([C:7](=[S:9])[NH2:8])[CH2:6][CH2:5][CH2:4][CH2:3][CH2:2]1.[Cl:10][CH2:11][C:12](=O)[CH2:13]Cl.C(=O)([O-])O.[Na+]. Product: [Cl:10][CH2:11][C:12]1[N:8]=[C:7]([N:1]2[CH2:6][CH2:5][CH2:4][CH2:3][CH2:2]2)[S:9][CH:13]=1. The catalyst class is: 8. (4) Reactant: [Cl:1][C:2]1[CH:3]=[C:4]2[C:8](=[CH:9][CH:10]=1)[NH:7][C:6]([C:11]([NH:13][C@@H:14]1[CH2:19][CH2:18][C@@H:17]([C:20]([O:22]CC)=[O:21])[CH2:16][C@@H:15]1[NH:25][C:26]([C:28]1[S:29][C:30]3[CH2:31][N:32]([CH3:37])[CH2:33][CH2:34][C:35]=3[N:36]=1)=[O:27])=[O:12])=[CH:5]2.[OH-].[Na+].Cl. Product: [Cl:1][C:2]1[CH:3]=[C:4]2[C:8](=[CH:9][CH:10]=1)[NH:7][C:6]([C:11]([NH:13][C@@H:14]1[CH2:19][CH2:18][C@@H:17]([C:20]([OH:22])=[O:21])[CH2:16][C@@H:15]1[NH:25][C:26]([C:28]1[S:29][C:30]3[CH2:31][N:32]([CH3:37])[CH2:33][CH2:34][C:35]=3[N:36]=1)=[O:27])=[O:12])=[CH:5]2. The catalyst class is: 199.